Dataset: Full USPTO retrosynthesis dataset with 1.9M reactions from patents (1976-2016). Task: Predict the reactants needed to synthesize the given product. (1) Given the product [CH3:16][C:15]1[N:2]=[C:1]2[N:19]([C:11](=[O:14])[NH:10][C:4]3[CH:5]=[CH:6][C:7]([CH3:9])=[CH:8][C:3]=32)[N:18]=1, predict the reactants needed to synthesize it. The reactants are: [C:1]([C:3]1[CH:8]=[C:7]([CH3:9])[CH:6]=[CH:5][C:4]=1[NH:10][C:11](=[O:14])OC)#[N:2].[C:15]([NH:18][NH2:19])(=O)[CH3:16]. (2) Given the product [Cl:1][C:2]1[C:7]2[N:8]=[C:9]([CH2:10][O:11][CH2:12][CH3:13])[N:15]([CH2:16][CH:17]([CH3:19])[CH3:18])[C:6]=2[CH:5]=[C:4]([CH3:20])[N:3]=1, predict the reactants needed to synthesize it. The reactants are: [Cl:1][C:2]1[C:7]([NH:8][C:9](=O)[CH2:10][O:11][CH2:12][CH3:13])=[C:6]([NH:15][CH2:16][CH:17]([CH3:19])[CH3:18])[CH:5]=[C:4]([CH3:20])[N:3]=1.P(Cl)(Cl)(Cl)=O. (3) Given the product [O:16]=[C:17]1[CH2:22][CH2:21][N:1]([C:2]2[CH:3]=[C:4]([CH:9]=[C:10]([C:12]([F:13])([F:14])[F:15])[CH:11]=2)[C:5]([O:7][CH3:8])=[O:6])[CH2:19][CH2:18]1, predict the reactants needed to synthesize it. The reactants are: [NH2:1][C:2]1[CH:3]=[C:4]([CH:9]=[C:10]([C:12]([F:15])([F:14])[F:13])[CH:11]=1)[C:5]([O:7][CH3:8])=[O:6].[OH2:16].[C:17]1(C)[CH:22]=[CH:21]C(S(O)(=O)=O)=[CH:19][CH:18]=1. (4) Given the product [NH:9]1[CH:10]=[CH:11][N:12]=[C:8]1[C:5]1[CH:4]=[CH:3][C:2]([C:35]2[CH:36]=[CH:37][C:31]3[O:30][CH2:29][CH2:28][N:27]([C:25]([O:24][C:21]([CH3:22])([CH3:20])[CH3:23])=[O:26])[CH2:33][C:32]=3[CH:34]=2)=[CH:7][CH:6]=1, predict the reactants needed to synthesize it. The reactants are: Br[C:2]1[CH:7]=[CH:6][C:5]([C:8]2[N:9](C(OC(C)(C)C)=O)[CH:10]=[CH:11][N:12]=2)=[CH:4][CH:3]=1.[CH3:20][C:21]([O:24][C:25]([N:27]1[CH2:33][C:32]2[CH:34]=[C:35](B(O)O)[CH:36]=[CH:37][C:31]=2[O:30][CH2:29][CH2:28]1)=[O:26])([CH3:23])[CH3:22].CCN(C(C)C)C(C)C.[OH-].[Na+].C(O)(=O)CC(CC(O)=O)(C(O)=O)O. (5) Given the product [CH3:16][O:14][C:12]([C:4]1([CH:9]=[O:11])[CH2:5][C@H:6]([CH3:8])[CH2:7][C@H:2]([CH3:1])[CH2:3]1)=[O:13], predict the reactants needed to synthesize it. The reactants are: [CH3:1][C@@H:2]1[CH2:7][C@H:6]([CH3:8])[CH2:5][C:4]([C:12]([O-:14])=[O:13])([C:9]([O-:11])=O)[CH2:3]1.[H-].[CH2:16]([Al+]CC(C)C)C(C)C. (6) Given the product [N+:1]([C:4]1[CH:10]=[C:8]2[C:7]([CH:11]=[CH:12][NH:9]2)=[CH:6][C:5]=1[C:17]([F:20])([F:19])[F:18])([O-:3])=[O:2], predict the reactants needed to synthesize it. The reactants are: [N+:1]([C:4]1[C:5]([C:17]([F:20])([F:19])[F:18])=[CH:6][C:7]([C:11]#[C:12][Si](C)(C)C)=[C:8]([CH:10]=1)[NH2:9])([O-:3])=[O:2]. (7) Given the product [CH3:9][O:10][C:11](=[O:38])[C:12]1[CH:17]=[CH:16][CH:15]=[C:14]([CH2:18][N:19]2[C:30]3[C:35](=[CH:34][C:33]([O:36][CH3:37])=[CH:32][CH:31]=3)/[C:21](=[C:22](\[C:5]3[CH:6]=[CH:7][C:2]([Cl:1])=[CH:3][CH:4]=3)/[C:23]3[CH:28]=[CH:27][CH:26]=[CH:25][CH:24]=3)/[C:20]2=[O:29])[CH:13]=1, predict the reactants needed to synthesize it. The reactants are: [Cl:1][C:2]1[CH:7]=[CH:6][C:5](I)=[CH:4][CH:3]=1.[CH3:9][O:10][C:11](=[O:38])[C:12]1[CH:17]=[CH:16][CH:15]=[C:14]([CH2:18][N:19]([C:30]2[CH:35]=[CH:34][C:33]([O:36][CH3:37])=[CH:32][CH:31]=2)[C:20](=[O:29])[C:21]#[C:22][C:23]2[CH:28]=[CH:27][CH:26]=[CH:25][CH:24]=2)[CH:13]=1. (8) Given the product [CH3:1][O:2][C:3](=[O:27])[CH2:4][CH2:5][CH2:6][CH2:7][CH2:8][O:9][C:10]1[CH:11]=[CH:12][C:13]2[N:17]=[C:16]([N:33]3[CH2:38][CH2:37][O:36][CH2:35][CH2:34]3)[N:15]([C:19]3[CH:24]=[CH:23][C:22]([CH3:25])=[CH:21][CH:20]=3)[C:14]=2[CH:26]=1, predict the reactants needed to synthesize it. The reactants are: [CH3:1][O:2][C:3](=[O:27])[CH2:4][CH2:5][CH2:6][CH2:7][CH2:8][O:9][C:10]1[CH:11]=[CH:12][C:13]2[N:17]=[C:16](Cl)[N:15]([C:19]3[CH:24]=[CH:23][C:22]([CH3:25])=[CH:21][CH:20]=3)[C:14]=2[CH:26]=1.CN(C)C=O.[NH:33]1[CH2:38][CH2:37][O:36][CH2:35][CH2:34]1. (9) The reactants are: COC1C=CC(C(OC[C@H]2O[C@@H](N3C4C(C(C(C5C=CC=CC=5)(C5C=CC=CC=5)C5C=CC(OC)=CC=5)(N=CN=4)N)=NC3)[C@H](O)[C@@H]2O)(C2C=CC=CC=2)C2C=CC=CC=2)=CC=1.O=P12OP3(OP(OP(O3)(O1)=O)(=O)O2)=O.[H-].[Na+].[C:78]([O:84][CH2:85]Cl)(=[O:83])[C:79]([CH3:82])([CH3:81])[CH3:80].[Na+].[I-].[CH3:89][O:90][C:91]1[CH:155]=[CH:154][C:94]([C:95]([O:108][CH2:109][C@H:110]2[O:114][C@@H:113]([N:115]3[C:145]4[N:144]=[CH:143][N:142]=[C:119]([NH:120][C:121]([C:136]5[CH:141]=[CH:140][CH:139]=[CH:138][CH:137]=5)([C:130]5[CH:135]=[CH:134][CH:133]=[CH:132][CH:131]=5)[C:122]5[CH:127]=[CH:126][C:125]([O:128][CH3:129])=[CH:124][CH:123]=5)[C:118]=4[N:117]=[CH:116]3)[C@H:112]([OH:146])[C@@H:111]2[O:147]C(=O)C(C)(C)C)([C:102]2[CH:107]=[CH:106][CH:105]=[CH:104][CH:103]=2)[C:96]2[CH:101]=[CH:100][CH:99]=[CH:98][CH:97]=2)=[CH:93][CH:92]=1. Given the product [CH3:89][O:90][C:91]1[CH:155]=[CH:154][C:94]([C:95]([O:108][CH2:109][C@H:110]2[O:114][C@@H:113]([N:115]3[C:145]4[N:144]=[CH:143][N:142]=[C:119]([NH:120][C:121]([C:136]5[CH:137]=[CH:138][CH:139]=[CH:140][CH:141]=5)([C:130]5[CH:135]=[CH:134][CH:133]=[CH:132][CH:131]=5)[C:122]5[CH:127]=[CH:126][C:125]([O:128][CH3:129])=[CH:124][CH:123]=5)[C:118]=4[N:117]=[CH:116]3)[C@H:112]([OH:146])[C@@H:111]2[O:147][CH2:85][O:84][C:78](=[O:83])[C:79]([CH3:82])([CH3:81])[CH3:80])([C:102]2[CH:103]=[CH:104][CH:105]=[CH:106][CH:107]=2)[C:96]2[CH:101]=[CH:100][CH:99]=[CH:98][CH:97]=2)=[CH:93][CH:92]=1, predict the reactants needed to synthesize it. (10) Given the product [CH2:1]([O:42][C:34]1[C:35]([CH:40]=[O:41])=[CH:36][CH:37]=[C:38]([F:39])[C:33]=1[C:27]1[CH:28]=[CH:29][C:30]([Cl:32])=[CH:31][C:26]=1[Cl:25])[C:2]1[CH:7]=[CH:6][CH:5]=[CH:4][CH:3]=1, predict the reactants needed to synthesize it. The reactants are: [CH2:1](O[C:3]1[C:4](C=O)=[CH:5][CH:6]=[C:7](Cl)[C:2]=1[C:1]1C=CC=CC=1C)[C:2]1[CH:7]=[CH:6][CH:5]=[CH:4][CH:3]=1.[Cl:25][C:26]1[CH:31]=[C:30]([Cl:32])[CH:29]=[CH:28][C:27]=1[C:33]1[C:38]([F:39])=[CH:37][CH:36]=[C:35]([CH:40]=[O:41])[C:34]=1[OH:42].